This data is from Reaction yield outcomes from USPTO patents with 853,638 reactions. The task is: Predict the reaction yield, written as a fraction of the theoretical maximum amount of product (1.0 means a 100% yield; for example, 0.34 means a 34% yield). (1) The reactants are [I:1][C:2]1[N:7]=[N:6][C:5]([NH2:8])=[CH:4][CH:3]=1.Br[CH:10]([CH3:17])[C:11](=O)[C:12]([F:15])([F:14])[F:13]. The catalyst is C(O)C. The product is [I:1][C:2]1[CH:3]=[CH:4][C:5]2[N:6]([C:10]([CH3:17])=[C:11]([C:12]([F:15])([F:14])[F:13])[N:8]=2)[N:7]=1. The yield is 0.350. (2) The reactants are [C:1]([C:4]1[CH:9]=[CH:8][C:7]([Cl:10])=[CH:6][C:5]=1/[CH:11]=[CH:12]/[C:13]([O:15]C(C)(C)C)=[O:14])(=[O:3])[CH3:2]. The yield is 1.00. The catalyst is C(O)(C(F)(F)F)=O.C(Cl)Cl. The product is [C:1]([C:4]1[CH:9]=[CH:8][C:7]([Cl:10])=[CH:6][C:5]=1/[CH:11]=[CH:12]/[C:13]([OH:15])=[O:14])(=[O:3])[CH3:2]. (3) The reactants are [Cl:1][C:2]1[CH:7]=[CH:6][C:5]([N+:8]([O-:10])=[O:9])=[CH:4][C:3]=1[S:11]([OH:14])(=O)=[O:12].S(Cl)([Cl:17])=O.CN(C)C=O. No catalyst specified. The product is [Cl:1][C:2]1[CH:7]=[CH:6][C:5]([N+:8]([O-:10])=[O:9])=[CH:4][C:3]=1[S:11]([Cl:17])(=[O:14])=[O:12]. The yield is 0.780. (4) The reactants are [Cl:1][C:2]1[C:3]([N:8]2[C:12]([C:13]3[O:26][C:25](=[O:27])[C:24]4[C:23]5[C:18](=[N:19][CH:20]=[CH:21][CH:22]=5)[CH:17]=[CH:16][C:15]=4[N:14]=3)=[CH:11][C:10]([C:28]([F:31])([F:30])[F:29])=[N:9]2)=[N:4][CH:5]=[CH:6][CH:7]=1.C(#N)C.O.[CH:36]([NH2:39])([CH3:38])[CH3:37]. The catalyst is [Cl-].[Na+].O. The product is [CH:36]([NH:39][C:25]([C:24]1[C:23]2[CH:22]=[CH:21][CH:20]=[N:19][C:18]=2[CH:17]=[CH:16][C:15]=1[NH:14][C:13]([C:12]1[N:8]([C:3]2[C:2]([Cl:1])=[CH:7][CH:6]=[CH:5][N:4]=2)[N:9]=[C:10]([C:28]([F:31])([F:29])[F:30])[CH:11]=1)=[O:26])=[O:27])([CH3:38])[CH3:37]. The yield is 0.650. (5) The reactants are [CH3:1][N:2]1[C:10]2[C:5](=[N:6][C:7]([C@@H:17]([NH2:19])[CH3:18])=[C:8]([N:11]3[CH2:16][CH2:15][O:14][CH2:13][CH2:12]3)[CH:9]=2)[CH:4]=[CH:3]1.Cl[C:21]1[C:26]([C:27]#[N:28])=[C:25](Cl)[N:24]=[C:23]([S:30][CH3:31])[N:22]=1.CC[N:34](CC)CC. The catalyst is C1COCC1.CCOC(C)=O. The product is [NH2:34][C:21]1[C:26]([C:27]#[N:28])=[C:25]([NH:19][C@H:17]([C:7]2[N:6]=[C:5]3[CH:4]=[CH:3][N:2]([CH3:1])[C:10]3=[CH:9][C:8]=2[N:11]2[CH2:12][CH2:13][O:14][CH2:15][CH2:16]2)[CH3:18])[N:24]=[C:23]([S:30][CH3:31])[N:22]=1. The yield is 0.610. (6) The reactants are C[Si]([N-][Si](C)(C)C)(C)C.[Li+].[O:11]1[CH2:16][CH2:15][C:14](=[O:17])[CH2:13][CH2:12]1.N1([C:23](=[O:33])[CH:24]([O:31][CH3:32])[C:25]2[CH:30]=[CH:29][CH:28]=[CH:27][CH:26]=2)C=CN=C1.C(O)(=O)C. The catalyst is C1(C)C=CC=CC=1.O. The product is [CH3:32][O:31][CH:24]([C:25]1[CH:30]=[CH:29][CH:28]=[CH:27][CH:26]=1)[C:23]([CH:13]1[C:14](=[O:17])[CH2:15][CH2:16][O:11][CH2:12]1)=[O:33]. The yield is 0.190. (7) The reactants are [S:1]1[CH:5]=[CH:4][CH:3]=[CH:2]1.C([Li])CCC.Cl[CH2:12][CH2:13][C:14]([CH3:17])([CH3:16])[CH3:15].CN(C)[CH:20]=[O:21].Cl. The catalyst is CN(C)P(N(C)C)(N(C)C)=O.O1CCCC1. The product is [CH3:15][C:14]([CH3:17])([CH3:16])[CH2:13][CH2:12][C:5]1[S:1][C:2]([CH:20]=[O:21])=[CH:3][CH:4]=1. The yield is 0.190. (8) The reactants are [Cl:1][C:2]1[CH:3]=[CH:4][C:5]([N:13]2[CH2:18][CH2:17][NH:16][CH2:15][CH2:14]2)=[C:6]2[C:11]=1[N:10]=[C:9]([CH3:12])[CH:8]=[CH:7]2.Cl[CH2:20][CH2:21][C:22]1[CH:23]=[CH:24][C:25]2[O:30][CH2:29][C:28](=[O:31])[N:27]([CH3:32])[C:26]=2[CH:33]=1.[I-].[Na+].C(=O)([O-])[O-].[Na+].[Na+]. The catalyst is CN1CCCC1=O.C(OCC)(=O)C. The product is [Cl:1][C:2]1[CH:3]=[CH:4][C:5]([N:13]2[CH2:18][CH2:17][N:16]([CH2:20][CH2:21][C:22]3[CH:23]=[CH:24][C:25]4[O:30][CH2:29][C:28](=[O:31])[N:27]([CH3:32])[C:26]=4[CH:33]=3)[CH2:15][CH2:14]2)=[C:6]2[C:11]=1[N:10]=[C:9]([CH3:12])[CH:8]=[CH:7]2. The yield is 0.460. (9) The reactants are [CH3:1][C:2]1[N:29]=[C:5]2[NH:6][C:7](=[O:28])[C:8]([CH2:13][C:14]3[CH:19]=[CH:18][C:17]([C:20]4[C:21]([C:26]#[N:27])=[CH:22][CH:23]=[CH:24][CH:25]=4)=[CH:16][CH:15]=3)=[C:9]([CH2:10][CH2:11][CH3:12])[N:4]2[N:3]=1.I[CH:31]([CH2:33][CH3:34])[CH3:32].C(=O)([O-])[O-].[K+].[K+].CN(C)C(=O)C. The catalyst is C(OCC)(=O)C. The product is [CH3:1][C:2]1[N:29]=[C:5]2[N:6]([CH:31]([CH3:32])[CH2:33][CH3:34])[C:7](=[O:28])[C:8]([CH2:13][C:14]3[CH:19]=[CH:18][C:17]([C:20]4[C:21]([C:26]#[N:27])=[CH:22][CH:23]=[CH:24][CH:25]=4)=[CH:16][CH:15]=3)=[C:9]([CH2:10][CH2:11][CH3:12])[N:4]2[N:3]=1. The yield is 0.220. (10) The reactants are [OH:1][C:2]1[CH:3]=[C:4]([CH:20]=[CH:21][CH:22]=1)[CH:5]=[C:6]1[CH2:11][CH2:10][N:9](C(OC(C)(C)C)=O)[CH2:8][CH:7]1[CH3:19].[F:23][C:24]([F:32])([F:31])[C:25]1[CH:26]=[N:27][CH:28]=[N:29][CH:30]=1.C([O-])([O-])=O.[Cs+].[Cs+].FC(F)(F)C(O)=O.C(=O)(O)[O-].[Na+]. The catalyst is CS(C)=O.ClCCl. The product is [CH3:19][CH:7]1[C:6](=[CH:5][C:4]2[CH:3]=[C:2]([CH:22]=[CH:21][CH:20]=2)[O:1][C:28]2[N:29]=[CH:30][C:25]([C:24]([F:32])([F:31])[F:23])=[CH:26][N:27]=2)[CH2:11][CH2:10][NH:9][CH2:8]1. The yield is 0.700.